From a dataset of Peptide-MHC class II binding affinity with 134,281 pairs from IEDB. Regression. Given a peptide amino acid sequence and an MHC pseudo amino acid sequence, predict their binding affinity value. This is MHC class II binding data. (1) The peptide sequence is IAFFRKEPLKECGGI. The MHC is DRB1_0401 with pseudo-sequence DRB1_0401. The binding affinity (normalized) is 0.551. (2) The peptide sequence is VATLSEALRIIAGTL. The MHC is HLA-DQA10501-DQB10201 with pseudo-sequence HLA-DQA10501-DQB10201. The binding affinity (normalized) is 0.190. (3) The peptide sequence is GHGCAQPAMERRKHI. The MHC is HLA-DQA10501-DQB10301 with pseudo-sequence HLA-DQA10501-DQB10301. The binding affinity (normalized) is 0.190. (4) The peptide sequence is TSAGSEGTGQALASPGSCLE. The MHC is DRB5_0101 with pseudo-sequence DRB5_0101. The binding affinity (normalized) is 0. (5) The peptide sequence is LQFAKLTGFTLMGKG. The MHC is DRB1_0802 with pseudo-sequence DRB1_0802. The binding affinity (normalized) is 0.609. (6) The peptide sequence is AFKVAATAANAGPAN. The MHC is HLA-DPA10103-DPB10301 with pseudo-sequence HLA-DPA10103-DPB10301. The binding affinity (normalized) is 0.538. (7) The peptide sequence is ELRKTYNLLDAVSRH. The MHC is HLA-DPA10201-DPB10101 with pseudo-sequence HLA-DPA10201-DPB10101. The binding affinity (normalized) is 0.118. (8) The peptide sequence is KLSDLIIADTSTAQE. The MHC is HLA-DQA10101-DQB10501 with pseudo-sequence HLA-DQA10101-DQB10501. The binding affinity (normalized) is 0. (9) The peptide sequence is AASGADGTYDITKLG. The MHC is HLA-DPA10103-DPB10301 with pseudo-sequence HLA-DPA10103-DPB10301. The binding affinity (normalized) is 0.